This data is from Reaction yield outcomes from USPTO patents with 853,638 reactions. The task is: Predict the reaction yield, written as a fraction of the theoretical maximum amount of product (1.0 means a 100% yield; for example, 0.34 means a 34% yield). (1) The reactants are [OH:1][C@H:2]([CH:18]([CH3:20])[CH3:19])[C:3]([NH:5][C@H:6]([C:8]1[CH:17]=[CH:16][C:11]([C:12]([O:14][CH3:15])=[O:13])=[CH:10][CH:9]=1)[CH3:7])=[O:4].CS(O[CH2:26][CH2:27][O:28][C:29]1[CH:34]=[CH:33][CH:32]=[CH:31][CH:30]=1)(=O)=O.[H-].[Na+]. The catalyst is C1COCC1. The product is [CH3:19][CH:18]([CH3:20])[C@@H:2]([O:1][CH2:26][CH2:27][O:28][C:29]1[CH:34]=[CH:33][CH:32]=[CH:31][CH:30]=1)[C:3]([NH:5][C@H:6]([C:8]1[CH:17]=[CH:16][C:11]([C:12]([O:14][CH3:15])=[O:13])=[CH:10][CH:9]=1)[CH3:7])=[O:4]. The yield is 0.330. (2) The reactants are [F:1][C:2]1[CH:3]=[C:4]([C:10]2[C:15]([C:16]3[CH:21]=[CH:20][C:19]([O:22][CH3:23])=[CH:18][CH:17]=3)=[N:14][NH:13][C:12](=[O:24])[CH:11]=2)[CH:5]=[CH:6][C:7]=1[O:8][CH3:9].Cl[CH2:26][CH:27]1[CH2:29][CH2:28]1. No catalyst specified. The product is [CH:27]1([CH2:26][N:13]2[C:12](=[O:24])[CH:11]=[C:10]([C:4]3[CH:5]=[CH:6][C:7]([O:8][CH3:9])=[C:2]([F:1])[CH:3]=3)[C:15]([C:16]3[CH:17]=[CH:18][C:19]([O:22][CH3:23])=[CH:20][CH:21]=3)=[N:14]2)[CH2:29][CH2:28]1. The yield is 0.938. (3) The reactants are [CH2:1]([C@H:3]1[C@@H:7]([C:8]2[N:12]3[C:13]4[CH:19]=[CH:18][NH:17][C:14]=4[N:15]=[CH:16][C:11]3=[N:10][N:9]=2)[CH2:6][C@@H:5]([NH:20][S:21]([CH:24]2[CH2:26][CH2:25]2)(=[O:23])=[O:22])[CH2:4]1)[CH3:2].[OH-].[K+].S([C:39]#[N:40])(C1C=CC(C)=CC=1)(=O)=O. The catalyst is CN(C=O)C. The product is [C:39]([N:20]([C@@H:5]1[CH2:6][C@H:7]([C:8]2[N:12]3[C:13]4[CH:19]=[CH:18][NH:17][C:14]=4[N:15]=[CH:16][C:11]3=[N:10][N:9]=2)[C@H:3]([CH2:1][CH3:2])[CH2:4]1)[S:21]([CH:24]1[CH2:26][CH2:25]1)(=[O:23])=[O:22])#[N:40]. The yield is 0.0500. (4) The reactants are Cl[C:2]1[N:10]=[C:9]([C:11]([F:14])([F:13])[F:12])[CH:8]=[CH:7][C:3]=1[C:4]([OH:6])=[O:5].[CH3:15][NH:16][CH3:17].C1COCC1. No catalyst specified. The product is [CH3:15][N:16]([CH3:17])[C:2]1[N:10]=[C:9]([C:11]([F:14])([F:13])[F:12])[CH:8]=[CH:7][C:3]=1[C:4]([OH:6])=[O:5]. The yield is 0.960. (5) The reactants are [C:1](N1C=CN=C1)(N1C=CN=C1)=[O:2].[CH:13]([O:16][C:17]1[CH:23]=[CH:22][C:20]([NH2:21])=[CH:19][CH:18]=1)([CH3:15])[CH3:14].[CH3:24][O:25][C:26]1[CH:27]=[C:28]2[C:33](=[CH:34][C:35]=1[O:36][CH3:37])[N:32]=[CH:31][N:30]=[C:29]2[N:38]1[CH2:41][CH:40]([CH2:42][NH2:43])[CH2:39]1. The catalyst is C(Cl)Cl. The product is [CH3:24][O:25][C:26]1[CH:27]=[C:28]2[C:33](=[CH:34][C:35]=1[O:36][CH3:37])[N:32]=[CH:31][N:30]=[C:29]2[N:38]1[CH2:41][CH:40]([CH2:42][NH:43][C:1]([NH:21][C:20]2[CH:22]=[CH:23][C:17]([O:16][CH:13]([CH3:15])[CH3:14])=[CH:18][CH:19]=2)=[O:2])[CH2:39]1. The yield is 0.316. (6) The reactants are [OH:1][C:2]1[CH:7]=[CH:6][C:5]([CH2:8][C:9]([OH:11])=[O:10])=[CH:4][CH:3]=1.C(=O)([O-])[O-].[Cs+].[Cs+].[Br:18][CH2:19][CH2:20]Br.[CH2:22](OCC)C. The yield is 0.600. The product is [Br:18][CH2:19][CH2:20][O:1][C:2]1[CH:3]=[CH:4][C:5]([CH2:8][C:9]([O:11][CH3:22])=[O:10])=[CH:6][CH:7]=1. The catalyst is C(#N)C. (7) The reactants are [Li]CCCC.CCCCCC.[CH3:12][C:13]1[CH2:14][C:15]2[C:20]([CH:21]=1)=[C:19]([CH3:22])[CH:18]=[C:17]([CH3:23])[CH:16]=2.[Si:24]([CH3:28])([CH3:27])(Cl)[Cl:25].[Li]. The catalyst is CCOCC.C1COCC1. The product is [Cl:25][Si:24]([CH:14]1[C:15]2[C:20](=[C:19]([CH3:22])[CH:18]=[C:17]([CH3:23])[CH:16]=2)[CH:21]=[C:13]1[CH3:12])([CH3:28])[CH3:27]. The yield is 0.975. (8) The reactants are [Br:1][C:2]1[CH:18]=[CH:17][C:5]2[C:6]3[N:7]=[C:8](C(O)=O)[S:9][C:10]=3[CH2:11][CH2:12][O:13][C:4]=2[CH:3]=1.C([N:21](CC)CC)C.C1(P(N=[N+]=[N-])(C2C=CC=CC=2)=O)C=CC=CC=1. The catalyst is C(O)(C)(C)C. The product is [Br:1][C:2]1[CH:18]=[CH:17][C:5]2[C:6]3[N:7]=[C:8]([NH2:21])[S:9][C:10]=3[CH2:11][CH2:12][O:13][C:4]=2[CH:3]=1. The yield is 0.700.